Dataset: Full USPTO retrosynthesis dataset with 1.9M reactions from patents (1976-2016). Task: Predict the reactants needed to synthesize the given product. (1) Given the product [CH:1]1([N:7]2[C:8]3=[C:9]4[CH:19]=[CH:18][N:17]([CH2:20][O:21][CH2:22][CH2:23][Si:24]([CH3:26])([CH3:25])[CH3:27])[C:10]4=[N:11][CH:12]=[C:13]3[NH:42][C:48]2=[O:51])[CH2:6][CH2:5][CH2:4][CH2:3][CH2:2]1, predict the reactants needed to synthesize it. The reactants are: [CH:1]1([NH:7][C:8]2[C:13](C(O)=O)=[CH:12][N:11]=[C:10]3[N:17]([CH2:20][O:21][CH2:22][CH2:23][Si:24]([CH3:27])([CH3:26])[CH3:25])[CH:18]=[CH:19][C:9]=23)[CH2:6][CH2:5][CH2:4][CH2:3][CH2:2]1.C1(P([N:42]=[N+]=[N-])(C2C=CC=CC=2)=O)C=CC=CC=1.C(Cl)Cl.[C:48]([O-:51])(O)=O.[Na+]. (2) Given the product [CH3:27][C:19]1[CH:18]=[CH:17][C:16]([C:14]([N:11]2[CH2:12][CH2:13][CH:8]([C:5]3[CH:6]=[CH:7][C:2]([C:33]4[CH:38]=[N:37][CH:36]=[CH:35][N:34]=4)=[CH:3][CH:4]=3)[CH2:9][CH2:10]2)=[O:15])=[CH:21][C:20]=1[NH:22][S:23]([CH3:26])(=[O:25])=[O:24], predict the reactants needed to synthesize it. The reactants are: Br[C:2]1[CH:7]=[CH:6][C:5]([CH:8]2[CH2:13][CH2:12][N:11]([C:14]([C:16]3[CH:17]=[CH:18][C:19]([CH3:27])=[C:20]([NH:22][S:23]([CH3:26])(=[O:25])=[O:24])[CH:21]=3)=[O:15])[CH2:10][CH2:9]2)=[CH:4][CH:3]=1.C([Sn](CCCC)(CCCC)[C:33]1[CH:38]=[N:37][CH:36]=[CH:35][N:34]=1)CCC. (3) Given the product [C:1]([O:5][C:6]([N:8]1[CH2:20][C@@H:19]([CH3:21])[N:18]2[C@H:10]([CH2:11][C:12]3[C:17]2=[N:16][CH:15]=[C:14]([O:22][CH2:23][CH3:24])[CH:13]=3)[CH2:9]1)=[O:7])([CH3:3])([CH3:4])[CH3:2], predict the reactants needed to synthesize it. The reactants are: [C:1]([O:5][C:6]([N:8]1[CH2:20][C@@H:19]([CH3:21])[N:18]2[C:10](=[CH:11][C:12]3[C:17]2=[N:16][CH:15]=[C:14]([O:22][CH2:23][CH3:24])[CH:13]=3)[CH2:9]1)=[O:7])([CH3:4])([CH3:3])[CH3:2].C([BH3-])#N.[Na+]. (4) Given the product [CH2:13]([N:15]1[C:21]2[N:22]=[CH:23][C:24]([CH2:26][CH2:27][O:28][C:37]3[C:46]4[C:41](=[CH:42][CH:43]=[CH:44][CH:45]=4)[N:40]=[CH:39][CH:38]=3)=[CH:25][C:20]=2[C:19](=[O:29])[N:18]([CH3:30])[C:17]2[CH:31]=[CH:32][C:33]([F:35])=[N:34][C:16]1=2)[CH3:14], predict the reactants needed to synthesize it. The reactants are: N(C(OCC)=O)=NC(OCC)=O.[CH2:13]([N:15]1[C:21]2[N:22]=[CH:23][C:24]([CH2:26][CH2:27][OH:28])=[CH:25][C:20]=2[C:19](=[O:29])[N:18]([CH3:30])[C:17]2[CH:31]=[CH:32][C:33]([F:35])=[N:34][C:16]1=2)[CH3:14].O[C:37]1[C:46]2[C:41](=[CH:42][CH:43]=[CH:44][CH:45]=2)[N:40]=[CH:39][CH:38]=1.C1C=CC(P(C2C=CC=CC=2)C2C=CC=CC=2)=CC=1. (5) The reactants are: [NH2:1][C:2]1[CH:3]=[CH:4][C:5]2[CH2:11][CH2:10][C:9](=[O:12])[CH2:8][CH2:7][C:6]=2[CH:13]=1.C(=O)([O-])[O-].[Na+].[Na+].Cl[C:21]([O:23][CH2:24][C:25]1[CH:30]=[CH:29][CH:28]=[CH:27][CH:26]=1)=[O:22]. Given the product [CH2:24]([O:23][C:21](=[O:22])[NH:1][C:2]1[CH:3]=[CH:4][C:5]2[CH2:11][CH2:10][C:9](=[O:12])[CH2:8][CH2:7][C:6]=2[CH:13]=1)[C:25]1[CH:30]=[CH:29][CH:28]=[CH:27][CH:26]=1, predict the reactants needed to synthesize it.